This data is from NCI-60 drug combinations with 297,098 pairs across 59 cell lines. The task is: Regression. Given two drug SMILES strings and cell line genomic features, predict the synergy score measuring deviation from expected non-interaction effect. Drug 1: CNC(=O)C1=CC=CC=C1SC2=CC3=C(C=C2)C(=NN3)C=CC4=CC=CC=N4. Drug 2: C1=C(C(=O)NC(=O)N1)N(CCCl)CCCl. Cell line: BT-549. Synergy scores: CSS=22.9, Synergy_ZIP=-1.10, Synergy_Bliss=3.80, Synergy_Loewe=0.997, Synergy_HSA=2.44.